Predict the reaction yield, written as a fraction of the theoretical maximum amount of product (1.0 means a 100% yield; for example, 0.34 means a 34% yield). From a dataset of Reaction yield outcomes from USPTO patents with 853,638 reactions. The reactants are [CH3:1][N:2]([C:4]1[CH:9]=[CH:8][C:7](Br)=[CH:6][N:5]=1)[CH3:3].[NH2:11][C:12]1[CH:17]=[CH:16][CH:15]=[CH:14][CH:13]=1. No catalyst specified. The product is [CH3:1][N:2]([CH3:3])[C:4]1[CH:9]=[CH:8][C:7]([NH:11][C:12]2[CH:17]=[CH:16][CH:15]=[CH:14][CH:13]=2)=[CH:6][N:5]=1. The yield is 0.940.